Dataset: Catalyst prediction with 721,799 reactions and 888 catalyst types from USPTO. Task: Predict which catalyst facilitates the given reaction. (1) Reactant: [OH-].[Na+].[Cl:3][C:4]1[CH:9]=[CH:8][C:7]([C:10]2[C:15]([CH:16]([CH2:21][CH2:22][CH3:23])[C:17]([O:19]C)=[O:18])=[C:14]([CH3:24])[N:13]=[C:12]([C:25]3[CH:30]=[CH:29][CH:28]=[CH:27][CH:26]=3)[N:11]=2)=[C:6]([O:31][CH3:32])[CH:5]=1. Product: [Cl:3][C:4]1[CH:9]=[CH:8][C:7]([C:10]2[C:15]([CH:16]([CH2:21][CH2:22][CH3:23])[C:17]([OH:19])=[O:18])=[C:14]([CH3:24])[N:13]=[C:12]([C:25]3[CH:26]=[CH:27][CH:28]=[CH:29][CH:30]=3)[N:11]=2)=[C:6]([O:31][CH3:32])[CH:5]=1. The catalyst class is: 5. (2) Reactant: [CH3:1][O:2][C:3]1[CH:4]=[C:5]2[C:10](=[CH:11][C:12]=1[O:13][CH3:14])[N:9]=[CH:8][CH:7]=[C:6]2[O:15][C:16]1[C:25]([F:26])=[CH:24][C:19]2[N:20]=[C:21]([NH2:23])[S:22][C:18]=2[CH:17]=1.CCN(CC)CC.[C:34]1([CH2:40][C:41](Cl)=[O:42])[CH:39]=[CH:38][CH:37]=[CH:36][CH:35]=1.C1COCC1. Product: [CH3:1][O:2][C:3]1[CH:4]=[C:5]2[C:10](=[CH:11][C:12]=1[O:13][CH3:14])[N:9]=[CH:8][CH:7]=[C:6]2[O:15][C:16]1[C:25]([F:26])=[CH:24][C:19]2[N:20]=[C:21]([NH:23][C:41](=[O:42])[CH2:40][C:34]3[CH:39]=[CH:38][CH:37]=[CH:36][CH:35]=3)[S:22][C:18]=2[CH:17]=1. The catalyst class is: 751. (3) Reactant: [CH3:1][C:2]1[N:6]=[C:5]([CH3:7])[N:4]([C:8]2[CH:13]=[C:12]([CH:14]=[CH2:15])[N:11]=[C:10]([CH3:16])[N:9]=2)[N:3]=1.Cl[C:18]1[CH:27]=[CH:26][C:25]2[C:20](=[CH:21][CH:22]=[CH:23][CH:24]=2)[N:19]=1.C(N(CC)CC)C. Product: [CH3:1][C:2]1[N:6]=[C:5]([CH3:7])[N:4]([C:8]2[N:9]=[C:10]([CH3:16])[N:11]=[C:12](/[CH:14]=[CH:15]/[C:18]3[CH:27]=[CH:26][C:25]4[C:20](=[CH:21][CH:22]=[CH:23][CH:24]=4)[N:19]=3)[CH:13]=2)[N:3]=1. The catalyst class is: 274. (4) Reactant: [Cl:1][C:2]1[CH:7]=[CH:6][C:5]([NH:8]C(=O)C(F)(F)F)=[C:4]([C:15]2[N:16]=[CH:17][N:18]([C@@H:22]3[C:38]4[CH:39]=[C:34]([CH:35]=[CH:36][N:37]=4)[C:33]4[N:32]([CH:40]([F:42])[F:41])[N:31]=[CH:30][C:29]=4[NH:28][C:27](=[O:43])[C@H:26]([CH3:44])[CH2:25][CH2:24][CH2:23]3)[C:19](=[O:21])[CH:20]=2)[CH:3]=1.CO. The catalyst class is: 33. Product: [NH2:8][C:5]1[CH:6]=[CH:7][C:2]([Cl:1])=[CH:3][C:4]=1[C:15]1[N:16]=[CH:17][N:18]([C@@H:22]2[C:38]3[CH:39]=[C:34]([CH:35]=[CH:36][N:37]=3)[C:33]3[N:32]([CH:40]([F:42])[F:41])[N:31]=[CH:30][C:29]=3[NH:28][C:27](=[O:43])[C@H:26]([CH3:44])[CH2:25][CH2:24][CH2:23]2)[C:19](=[O:21])[CH:20]=1. (5) Reactant: Br[CH2:2][C:3]1[C:8]([C:9]([F:12])([F:11])[F:10])=[CH:7][CH:6]=[CH:5][C:4]=1[N:13]1[C:17](=[O:18])[N:16]([CH3:19])[N:15]=[N:14]1.[Cl:20][C:21]1[CH:26]=[CH:25][C:24]([N:27]2[CH:31]=[CH:30][C:29]([OH:32])=[N:28]2)=[CH:23][CH:22]=1.C(=O)([O-])[O-].[K+].[K+].CN(C)C=O. Product: [Cl:20][C:21]1[CH:22]=[CH:23][C:24]([N:27]2[CH:31]=[CH:30][C:29]([O:32][CH2:2][C:3]3[C:8]([C:9]([F:12])([F:11])[F:10])=[CH:7][CH:6]=[CH:5][C:4]=3[N:13]3[C:17](=[O:18])[N:16]([CH3:19])[N:15]=[N:14]3)=[N:28]2)=[CH:25][CH:26]=1. The catalyst class is: 6. (6) Reactant: [Br:1][C:2]1[CH:9]=[CH:8][C:5]([CH:6]=O)=[CH:4][CH:3]=1.[N+:10]([CH2:13][CH2:14][CH2:15][C:16]([O:18]C)=O)([O-:12])=[O:11].C([O-])(=O)C.[NH4+:24]. Product: [Br:1][C:2]1[CH:9]=[CH:8][C:5]([C@@H:6]2[NH:24][C:16](=[O:18])[CH2:15][CH2:14][C@H:13]2[N+:10]([O-:12])=[O:11])=[CH:4][CH:3]=1. The catalyst class is: 8. (7) Reactant: [N+:1]([C:4]1[CH:9]=[CH:8][C:7]([OH:10])=[CH:6][CH:5]=1)([O-:3])=[O:2].C(=O)([O-])[O-].[K+].[K+].[F:17][C:18]1[CH:25]=[CH:24][C:21]([CH2:22]Br)=[CH:20][CH:19]=1. Product: [N+:1]([C:4]1[CH:9]=[CH:8][C:7]([O:10][CH2:22][C:21]2[CH:24]=[CH:25][C:18]([F:17])=[CH:19][CH:20]=2)=[CH:6][CH:5]=1)([O-:3])=[O:2]. The catalyst class is: 3. (8) Reactant: [CH2:1]([O:8][C@H:9]1[C@H:13]([CH2:14][OH:15])[O:12][CH2:11][C@@H:10]1[NH:16][C:17](=[O:23])[O:18][C:19]([CH3:22])([CH3:21])[CH3:20])[C:2]1[CH:7]=[CH:6][CH:5]=[CH:4][CH:3]=1.C(N(CC)CC)C.[CH3:31][C:32]1[CH:37]=[CH:36][C:35]([S:38](Cl)(=[O:40])=[O:39])=[CH:34][CH:33]=1. Product: [CH3:31][C:32]1[CH:37]=[CH:36][C:35]([S:38]([O:15][CH2:14][C@H:13]2[C@H:9]([O:8][CH2:1][C:2]3[CH:7]=[CH:6][CH:5]=[CH:4][CH:3]=3)[C@@H:10]([NH:16][C:17]([O:18][C:19]([CH3:20])([CH3:22])[CH3:21])=[O:23])[CH2:11][O:12]2)(=[O:40])=[O:39])=[CH:34][CH:33]=1. The catalyst class is: 4.